From a dataset of NCI-60 drug combinations with 297,098 pairs across 59 cell lines. Regression. Given two drug SMILES strings and cell line genomic features, predict the synergy score measuring deviation from expected non-interaction effect. (1) Drug 1: CCC1=CC2CC(C3=C(CN(C2)C1)C4=CC=CC=C4N3)(C5=C(C=C6C(=C5)C78CCN9C7C(C=CC9)(C(C(C8N6C)(C(=O)OC)O)OC(=O)C)CC)OC)C(=O)OC.C(C(C(=O)O)O)(C(=O)O)O. Drug 2: CC1OCC2C(O1)C(C(C(O2)OC3C4COC(=O)C4C(C5=CC6=C(C=C35)OCO6)C7=CC(=C(C(=C7)OC)O)OC)O)O. Cell line: EKVX. Synergy scores: CSS=43.8, Synergy_ZIP=1.95, Synergy_Bliss=-0.491, Synergy_Loewe=-10.2, Synergy_HSA=3.16. (2) Cell line: CAKI-1. Drug 2: CC1=C(N=C(N=C1N)C(CC(=O)N)NCC(C(=O)N)N)C(=O)NC(C(C2=CN=CN2)OC3C(C(C(C(O3)CO)O)O)OC4C(C(C(C(O4)CO)O)OC(=O)N)O)C(=O)NC(C)C(C(C)C(=O)NC(C(C)O)C(=O)NCCC5=NC(=CS5)C6=NC(=CS6)C(=O)NCCC[S+](C)C)O. Drug 1: C1=CC(=CC=C1C#N)C(C2=CC=C(C=C2)C#N)N3C=NC=N3. Synergy scores: CSS=23.9, Synergy_ZIP=-2.41, Synergy_Bliss=-5.22, Synergy_Loewe=-15.9, Synergy_HSA=-6.48. (3) Drug 1: CCC1(CC2CC(C3=C(CCN(C2)C1)C4=CC=CC=C4N3)(C5=C(C=C6C(=C5)C78CCN9C7C(C=CC9)(C(C(C8N6C)(C(=O)OC)O)OC(=O)C)CC)OC)C(=O)OC)O.OS(=O)(=O)O. Drug 2: C1CNP(=O)(OC1)N(CCCl)CCCl. Cell line: HOP-62. Synergy scores: CSS=-7.29, Synergy_ZIP=12.5, Synergy_Bliss=10.9, Synergy_Loewe=-0.442, Synergy_HSA=-3.11. (4) Drug 1: C1CC(CCC1OC2=C(C(=CC=C2)Cl)F)(CC3=NC(=CC=C3)NC4=NC=CS4)C(=O)O. Synergy scores: CSS=30.1, Synergy_ZIP=-2.82, Synergy_Bliss=-1.39, Synergy_Loewe=-5.39, Synergy_HSA=1.70. Drug 2: CCC1=C2N=C(C=C(N2N=C1)NCC3=C[N+](=CC=C3)[O-])N4CCCCC4CCO. Cell line: T-47D. (5) Drug 1: C1=NC2=C(N1)C(=S)N=C(N2)N. Drug 2: C1=CN(C=N1)CC(O)(P(=O)(O)O)P(=O)(O)O. Cell line: MDA-MB-231. Synergy scores: CSS=15.9, Synergy_ZIP=-8.83, Synergy_Bliss=-3.95, Synergy_Loewe=-11.1, Synergy_HSA=-2.75.